From a dataset of Catalyst prediction with 721,799 reactions and 888 catalyst types from USPTO. Predict which catalyst facilitates the given reaction. (1) Reactant: [C:1]([O:5][C:6]([C:8]1[C:13]([NH2:14])=[CH:12][CH:11]=[C:10]([CH3:15])[N:9]=1)=[O:7])([CH3:4])([CH3:3])[CH3:2].ClC1C=CC=C(C(OO)=[O:24])C=1.O.[OH-].[Na+]. Product: [C:1]([O:5][C:6]([C:8]1[C:13]([NH2:14])=[CH:12][CH:11]=[C:10]([CH3:15])[N+:9]=1[O-:24])=[O:7])([CH3:4])([CH3:3])[CH3:2]. The catalyst class is: 22. (2) Reactant: [C:1]([C:5]1[CH:10]=[CH:9][C:8](Br)=[CH:7][CH:6]=1)([CH3:4])([CH3:3])[CH3:2].[CH2:12]([NH2:18])[CH2:13][CH2:14][CH2:15][CH2:16][CH3:17].[CH3:19][C:20]([CH3:23])([O-])[CH3:21].[Na+]. Product: [C:1]([C:5]1[CH:10]=[CH:9][C:8]([N:18]([CH2:2][CH2:1][CH2:5][CH2:6][CH2:7][CH3:8])[C:12]2[CH:17]=[CH:16][C:15]([C:20]([CH3:23])([CH3:21])[CH3:19])=[CH:14][CH:13]=2)=[CH:7][CH:6]=1)([CH3:4])([CH3:3])[CH3:2]. The catalyst class is: 222.